Dataset: Peptide-MHC class I binding affinity with 185,985 pairs from IEDB/IMGT. Task: Regression. Given a peptide amino acid sequence and an MHC pseudo amino acid sequence, predict their binding affinity value. This is MHC class I binding data. (1) The peptide sequence is SLYSGFPSL. The MHC is HLA-C04:01 with pseudo-sequence HLA-C04:01. The binding affinity (normalized) is 0.213. (2) The peptide sequence is AEFKYIAAV. The binding affinity (normalized) is 0. The MHC is HLA-B51:01 with pseudo-sequence HLA-B51:01. (3) The peptide sequence is KTKEVIQEW. The binding affinity (normalized) is 0. The MHC is HLA-A29:02 with pseudo-sequence HLA-A29:02. (4) The peptide sequence is FERGVINVF. The MHC is HLA-B15:01 with pseudo-sequence HLA-B15:01. The binding affinity (normalized) is 0.484. (5) The peptide sequence is VHAVYDSML. The MHC is HLA-A26:01 with pseudo-sequence HLA-A26:01. The binding affinity (normalized) is 0.213.